From a dataset of Retrosynthesis with 50K atom-mapped reactions and 10 reaction types from USPTO. Predict the reactants needed to synthesize the given product. (1) Given the product COCO[C@@H]1CC[C@]2(C)[C@H]3CC[C@]4(C)[C@@H](CO)CC[C@H]4[C@@H]3C[C@@H](OC)[C@H]2C1, predict the reactants needed to synthesize it. The reactants are: COCO[C@@H]1CC[C@]2(C)[C@H]3CC[C@]4(C)[C@@H](COCc5ccccc5)CC[C@H]4[C@@H]3C[C@@H](OC)[C@H]2C1. (2) The reactants are: CC(C)(C)OC(=O)Nc1ccc(C(=O)Nc2cccnc2C(=O)NCC2CCOCC2)c2ccccc12. Given the product Nc1ccc(C(=O)Nc2cccnc2C(=O)NCC2CCOCC2)c2ccccc12, predict the reactants needed to synthesize it. (3) Given the product CC(=NO)c1cc2c(cc1O)C1CC2CN(C(=O)C(F)(F)F)C1, predict the reactants needed to synthesize it. The reactants are: CC(=O)c1cc2c(cc1O)C1CC2CN(C(=O)C(F)(F)F)C1.NO. (4) Given the product CS(=O)(=O)c1ccc(C(=O)Nc2ccc(Cl)c(-c3ncc(C(=O)NO)cn3)c2)c(Cl)c1, predict the reactants needed to synthesize it. The reactants are: COC(=O)c1cnc(-c2cc(NC(=O)c3ccc(S(C)(=O)=O)cc3Cl)ccc2Cl)nc1.NO.